Dataset: Forward reaction prediction with 1.9M reactions from USPTO patents (1976-2016). Task: Predict the product of the given reaction. Given the reactants C1(C(C2C=CC=CC=2)=[N:8][C:9]2[CH:17]=[C:16]3[C:12]([CH:13]=[N:14][N:15]3[CH:18]3[CH2:23][CH2:22][CH2:21][CH2:20][O:19]3)=[C:11]([CH3:24])[CH:10]=2)C=CC=CC=1, predict the reaction product. The product is: [CH3:24][C:11]1[CH:10]=[C:9]([NH2:8])[CH:17]=[C:16]2[C:12]=1[CH:13]=[N:14][N:15]2[CH:18]1[CH2:23][CH2:22][CH2:21][CH2:20][O:19]1.